Dataset: Forward reaction prediction with 1.9M reactions from USPTO patents (1976-2016). Task: Predict the product of the given reaction. (1) Given the reactants CC(C)([O-])C.[K+].Cl.[F:8][C:9]1[CH:14]=[CH:13][C:12]([NH:15][NH2:16])=[CH:11][CH:10]=1.C(O[CH:20]=[CH:21][C:22]#[N:23])C, predict the reaction product. The product is: [F:8][C:9]1[CH:14]=[CH:13][C:12]([N:15]2[CH:20]=[CH:21][C:22]([NH2:23])=[N:16]2)=[CH:11][CH:10]=1. (2) The product is: [N:11]([N:4]1[CH2:3][CH2:2][S:1][C:6]2[CH:7]=[CH:8][CH:9]=[CH:10][C:5]1=2)=[O:12]. Given the reactants [S:1]1[C:6]2[CH:7]=[CH:8][CH:9]=[CH:10][C:5]=2[NH:4][CH2:3][CH2:2]1.[N:11]([O-])=[O:12].[Na+], predict the reaction product. (3) Given the reactants [C:1]([O:5][C:6](=[O:20])[C:7]([CH3:19])([O:9][C:10]1[CH:18]=[CH:17][C:13]([C:14]([OH:16])=[O:15])=[CH:12][CH:11]=1)[CH3:8])([CH3:4])([CH3:3])[CH3:2].[F:21][C:22]([F:39])([F:38])[S:23][C:24]1[CH:37]=[CH:36][C:27]([CH2:28][N:29]2[CH:33]=[C:32]([CH2:34]O)[N:31]=[N:30]2)=[CH:26][CH:25]=1.C1(N=C=NC2CCCCC2)CCCCC1, predict the reaction product. The product is: [C:1]([O:5][C:6](=[O:20])[C:7]([CH3:8])([O:9][C:10]1[CH:11]=[CH:12][C:13]([C:14]([O:16][CH2:34][C:32]2[N:31]=[N:30][N:29]([CH2:28][C:27]3[CH:26]=[CH:25][C:24]([S:23][C:22]([F:39])([F:21])[F:38])=[CH:37][CH:36]=3)[CH:33]=2)=[O:15])=[CH:17][CH:18]=1)[CH3:19])([CH3:2])([CH3:3])[CH3:4]. (4) Given the reactants [Cl:1][C:2]1[CH:10]=[CH:9][CH:8]=[C:7]([NH:11][C:12](=O)[CH2:13][CH2:14][CH:15]=[CH2:16])[C:3]=1[C:4]([NH2:6])=[O:5].[OH-].[Na+], predict the reaction product. The product is: [CH2:13]([C:12]1[NH:6][C:4](=[O:5])[C:3]2[C:7](=[CH:8][CH:9]=[CH:10][C:2]=2[Cl:1])[N:11]=1)[CH2:14][CH:15]=[CH2:16]. (5) Given the reactants [Cl:1][C:2]1[CH:20]=[CH:19][C:5]([CH2:6][N:7]([CH3:18])[C:8](=[O:17])[CH2:9][C:10]2[CH:15]=[CH:14][C:13]([F:16])=[CH:12][CH:11]=2)=[CH:4][CH:3]=1.[H-].[Na+].C[O:24][CH:25](OC)[CH2:26]Br, predict the reaction product. The product is: [Cl:1][C:2]1[CH:3]=[CH:4][C:5]([CH2:6][N:7]([CH3:18])[C:8](=[O:17])[CH:9]([C:10]2[CH:15]=[CH:14][C:13]([F:16])=[CH:12][CH:11]=2)[CH2:26][CH:25]=[O:24])=[CH:19][CH:20]=1. (6) Given the reactants [NH2:1][CH:2]1[CH2:6][CH2:5][NH:4][C:3]1=[O:7].C(=O)([O-])[O-].[K+].[K+].Br[CH2:15][C:16]([O:18][CH2:19][C:20]1[CH:25]=[CH:24][CH:23]=[CH:22][CH:21]=1)=[O:17], predict the reaction product. The product is: [O:7]=[C:3]1[CH:2]([NH:1][CH2:15][C:16]([O:18][CH2:19][C:20]2[CH:25]=[CH:24][CH:23]=[CH:22][CH:21]=2)=[O:17])[CH2:6][CH2:5][NH:4]1. (7) Given the reactants [OH:1][C:2]1[CH:7]=[CH:6][C:5]([CH:8]([CH3:12])[C:9]([OH:11])=O)=[CH:4][CH:3]=1.[CH3:13][C:14]1[N:18](C(C2C=CC=CC=2)(C2C=CC=CC=2)C2C=CC=CC=2)[CH:17]=[N:16][C:15]=1[CH2:38][O:39][CH:40]1[CH2:45][CH2:44][NH:43][CH2:42][CH2:41]1, predict the reaction product. The product is: [OH:1][C:2]1[CH:3]=[CH:4][C:5]([CH:8]([CH3:12])[C:9]([N:43]2[CH2:44][CH2:45][CH:40]([O:39][CH2:38][C:15]3[N:16]=[CH:17][NH:18][C:14]=3[CH3:13])[CH2:41][CH2:42]2)=[O:11])=[CH:6][CH:7]=1. (8) The product is: [Br:19][C:13]1[N:9]([C:6]2[CH:7]=[CH:8][C:3]([O:2][CH3:1])=[CH:4][CH:5]=2)[N:10]=[C:11]([CH2:15][CH2:16][CH3:17])[CH:12]=1. Given the reactants [CH3:1][O:2][C:3]1[CH:8]=[CH:7][C:6]([N:9]2[C:13](=O)[CH2:12][C:11]([CH2:15][CH2:16][CH3:17])=[N:10]2)=[CH:5][CH:4]=1.P(Br)(Br)[Br:19], predict the reaction product.